From a dataset of Reaction yield outcomes from USPTO patents with 853,638 reactions. Predict the reaction yield, written as a fraction of the theoretical maximum amount of product (1.0 means a 100% yield; for example, 0.34 means a 34% yield). (1) The reactants are [NH:1]([C:3]1[CH:4]=[C:5]([CH:9]=[CH:10][C:11]=1[CH3:12])[C:6]([OH:8])=[O:7])[NH2:2].[CH3:13][CH:14]([CH3:18])C(O)=O.[CH:19](=O)[CH2:20]C=O.Cl.[OH-].[Na+]. The catalyst is CCO. The product is [CH2:19]([O:7][C:6](=[O:8])[C:5]1[CH:9]=[CH:10][C:11]([CH3:12])=[C:3]([N:1]2[CH:18]=[CH:14][CH:13]=[N:2]2)[CH:4]=1)[CH3:20]. The yield is 0.470. (2) The reactants are [CH2:1]([C:5]1[O:6][C:7]2[CH:34]=[CH:33][CH:32]=[CH:31][C:8]=2[C:9]=1[C:10]([C:12]1[CH:13]=[C:14]([C:25]2[CH:30]=[CH:29][CH:28]=[CH:27][CH:26]=2)[C:15]([OH:24])=[C:16]([C:18]2[CH:23]=[CH:22][CH:21]=[CH:20][CH:19]=2)[CH:17]=1)=[O:11])[CH2:2][CH2:3][CH3:4].Cl[S:36]([C:39]1[CH:47]=[CH:46][C:42]([C:43]([OH:45])=[O:44])=[C:41]([OH:48])[CH:40]=1)(=[O:38])=[O:37]. No catalyst specified. The product is [CH2:1]([C:5]1[O:6][C:7]2[CH:34]=[CH:33][CH:32]=[CH:31][C:8]=2[C:9]=1[C:10]([C:12]1[CH:17]=[C:16]([C:18]2[CH:23]=[CH:22][CH:21]=[CH:20][CH:19]=2)[C:15]([O:24][S:36]([C:39]2[CH:47]=[CH:46][C:42]([C:43]([OH:45])=[O:44])=[C:41]([OH:48])[CH:40]=2)(=[O:38])=[O:37])=[C:14]([C:25]2[CH:30]=[CH:29][CH:28]=[CH:27][CH:26]=2)[CH:13]=1)=[O:11])[CH2:2][CH2:3][CH3:4]. The yield is 0.380. (3) The product is [Cl:16][C:8]1[CH:9]=[C:10]([Cl:15])[C:11]([O:13][CH3:14])=[CH:12][C:7]=1[NH:6][C:4]1[C:24]2[C:19](=[CH:20][C:21]([I:28])=[C:22]([O:25][CH2:26][CH3:27])[CH:23]=2)[N:18]=[CH:17][C:3]=1[C:1]#[N:2]. The yield is 0.760. The reactants are [C:1]([C:3](=[CH:17][NH:18][C:19]1[CH:24]=[CH:23][C:22]([O:25][CH2:26][CH3:27])=[C:21]([I:28])[CH:20]=1)[C:4]([NH:6][C:7]1[CH:12]=[C:11]([O:13][CH3:14])[C:10]([Cl:15])=[CH:9][C:8]=1[Cl:16])=O)#[N:2].P(Cl)(Cl)(Cl)=O. The catalyst is C1(C)C=CC=CC=1. (4) The reactants are C([O:9][C@@H:10]1[C@H:39]([O:40]C(=O)C2C=CC=CC=2)[C@@H:38]([O:49]CC2C=CC=CC=2)[C@H:37]([CH3:57])[O:36][C@H:11]1[O:12][CH2:13][CH2:14][CH2:15][CH2:16][CH:17](C(OCC1C=CC=CC=1)=O)[NH:18]CC1C=CC=CC=1)(=O)C1C=CC=CC=1. The catalyst is C1COCC1. The product is [O:12]([CH2:13][CH2:14][CH2:15][CH2:16][CH2:17][NH2:18])[C@@H:11]1[O:36][C@@H:37]([CH3:57])[C@H:38]([OH:49])[C@@H:39]([OH:40])[C@H:10]1[OH:9]. The yield is 0.940. (5) The reactants are [F-:1].[K+].[Cl:3][C:4]1[C:9]([C:10]2[C:15]([Cl:16])=[CH:14][N:13]=[CH:12][N:11]=2)=[C:8](Cl)[N:7]2[N:18]=[C:19]([CH3:21])[N:20]=[C:6]2[N:5]=1.[F:22][CH:23]([F:28])[C@:24](F)([NH2:26])[CH3:25].O. The catalyst is C(#N)C. The product is [Cl:3][C:4]1[C:9]([C:10]2[C:15]([Cl:16])=[CH:14][N:13]=[CH:12][N:11]=2)=[C:8]([NH:26][C@@H:24]([CH3:25])[C:23]([F:28])([F:1])[F:22])[N:7]2[N:18]=[C:19]([CH3:21])[N:20]=[C:6]2[N:5]=1. The yield is 0.750. (6) The yield is 0.330. The reactants are [Br:1][C:2]1[CH:7]=[CH:6][C:5]([OH:8])=[CH:4][C:3]=1[F:9].C1(P(C2C=CC=CC=2)C2C=CC=CC=2)C=CC=CC=1.[CH3:29][N:30]1[CH2:35][CH2:34][N:33]([CH2:36][CH2:37]O)[CH2:32][CH2:31]1.N(C(OC(C)C)=O)=NC(OC(C)C)=O. The product is [Br:1][C:2]1[CH:7]=[CH:6][C:5]([O:8][CH2:37][CH2:36][N:33]2[CH2:34][CH2:35][N:30]([CH3:29])[CH2:31][CH2:32]2)=[CH:4][C:3]=1[F:9]. The catalyst is C(Cl)Cl. (7) The catalyst is C1(C)C=CC=CC=1.C(OCC)(=O)C.C(OCC)C.CO. The yield is 0.790. The product is [CH2:30]([N:29]([CH2:22][C:23]1[CH:28]=[CH:27][CH:26]=[CH:25][CH:24]=1)[C:2]1[C:7]([N+:8]([O-:10])=[O:9])=[C:6]([NH:11][CH2:12][C:13]2([OH:19])[CH2:18][CH2:17][CH2:16][CH2:15][CH2:14]2)[C:5]([CH3:20])=[C:4]([CH3:21])[N:3]=1)[C:31]1[CH:36]=[CH:35][CH:34]=[CH:33][CH:32]=1. The reactants are Cl[C:2]1[C:7]([N+:8]([O-:10])=[O:9])=[C:6]([NH:11][CH2:12][C:13]2([OH:19])[CH2:18][CH2:17][CH2:16][CH2:15][CH2:14]2)[C:5]([CH3:20])=[C:4]([CH3:21])[N:3]=1.[CH2:22]([NH:29][CH2:30][C:31]1[CH:36]=[CH:35][CH:34]=[CH:33][CH:32]=1)[C:23]1[CH:28]=[CH:27][CH:26]=[CH:25][CH:24]=1.C(N(CC)CC)C.Cl.